Predict the product of the given reaction. From a dataset of Forward reaction prediction with 1.9M reactions from USPTO patents (1976-2016). (1) Given the reactants [CH2:1]([O:8][C:9]1[CH:17]=[CH:16][C:12]([C:13]([OH:15])=O)=[CH:11][C:10]=1[C:18]([NH:20][C:21]1[CH:26]=[C:25]([C:27]([F:30])([F:29])[F:28])[CH:24]=[C:23]([C:31]([F:34])([F:33])[F:32])[CH:22]=1)=[O:19])[C:2]1[CH:7]=[CH:6][CH:5]=[CH:4][CH:3]=1.[NH:35]1[CH2:40][CH2:39][CH2:38][CH2:37][CH2:36]1, predict the reaction product. The product is: [CH2:1]([O:8][C:9]1[CH:17]=[CH:16][C:12]([C:13]([N:35]2[CH2:40][CH2:39][CH2:38][CH2:37][CH2:36]2)=[O:15])=[CH:11][C:10]=1[C:18]([NH:20][C:21]1[CH:22]=[C:23]([C:31]([F:34])([F:33])[F:32])[CH:24]=[C:25]([C:27]([F:30])([F:28])[F:29])[CH:26]=1)=[O:19])[C:2]1[CH:7]=[CH:6][CH:5]=[CH:4][CH:3]=1. (2) Given the reactants Cl[C:2]1[N:7]=[C:6]([S:8][CH2:9][C:10]2[CH:11]=[C:12]([CH:16]=[CH:17][CH:18]=2)[C:13]([NH2:15])=[O:14])[C:5]([C:19]#[N:20])=[C:4]([C:21]2[CH:26]=[CH:25][C:24]([O:27][CH:28]3[CH2:32][CH2:31][O:30][CH2:29]3)=[CH:23][CH:22]=2)[C:3]=1[C:33]#[N:34].[NH:35]1[CH2:39][CH2:38][C@@H:37]([OH:40])[CH2:36]1, predict the reaction product. The product is: [C:19]([C:5]1[C:6]([S:8][CH2:9][C:10]2[CH:11]=[C:12]([CH:16]=[CH:17][CH:18]=2)[C:13]([NH2:15])=[O:14])=[N:7][C:2]([N:35]2[CH2:39][CH2:38][C@@H:37]([OH:40])[CH2:36]2)=[C:3]([C:33]#[N:34])[C:4]=1[C:21]1[CH:22]=[CH:23][C:24]([O:27][CH:28]2[CH2:32][CH2:31][O:30][CH2:29]2)=[CH:25][CH:26]=1)#[N:20]. (3) Given the reactants [CH2:1]([C:3]1[CH:8]=[CH:7][CH:6]=[C:5]([O:9][CH2:10][C:11]2[CH:16]=[CH:15][CH:14]=[CH:13][CH:12]=2)[CH:4]=1)[CH3:2].[Br:17]N1C(=O)CCC1=O.S(=O)(=O)(O)O.C(=O)(O)[O-].[Na+].OS([O-])=O.[Na+], predict the reaction product. The product is: [Br:17][C:8]1[CH:7]=[CH:6][C:5]([O:9][CH2:10][C:11]2[CH:16]=[CH:15][CH:14]=[CH:13][CH:12]=2)=[CH:4][C:3]=1[CH2:1][CH3:2].